From a dataset of NCI-60 drug combinations with 297,098 pairs across 59 cell lines. Regression. Given two drug SMILES strings and cell line genomic features, predict the synergy score measuring deviation from expected non-interaction effect. (1) Drug 1: COC1=CC(=CC(=C1O)OC)C2C3C(COC3=O)C(C4=CC5=C(C=C24)OCO5)OC6C(C(C7C(O6)COC(O7)C8=CC=CS8)O)O. Drug 2: CCN(CC)CCCC(C)NC1=C2C=C(C=CC2=NC3=C1C=CC(=C3)Cl)OC. Cell line: SF-295. Synergy scores: CSS=46.5, Synergy_ZIP=-4.08, Synergy_Bliss=-3.83, Synergy_Loewe=-22.7, Synergy_HSA=-2.16. (2) Drug 1: CCCCCOC(=O)NC1=NC(=O)N(C=C1F)C2C(C(C(O2)C)O)O. Drug 2: C1=CN(C=N1)CC(O)(P(=O)(O)O)P(=O)(O)O. Cell line: RPMI-8226. Synergy scores: CSS=4.06, Synergy_ZIP=-4.25, Synergy_Bliss=-6.57, Synergy_Loewe=-10.8, Synergy_HSA=-10.7. (3) Drug 1: CCCS(=O)(=O)NC1=C(C(=C(C=C1)F)C(=O)C2=CNC3=C2C=C(C=N3)C4=CC=C(C=C4)Cl)F. Drug 2: CCC1(CC2CC(C3=C(CCN(C2)C1)C4=CC=CC=C4N3)(C5=C(C=C6C(=C5)C78CCN9C7C(C=CC9)(C(C(C8N6C)(C(=O)OC)O)OC(=O)C)CC)OC)C(=O)OC)O.OS(=O)(=O)O. Cell line: A549. Synergy scores: CSS=33.1, Synergy_ZIP=11.7, Synergy_Bliss=12.5, Synergy_Loewe=-12.5, Synergy_HSA=10.1. (4) Drug 1: CC(C1=C(C=CC(=C1Cl)F)Cl)OC2=C(N=CC(=C2)C3=CN(N=C3)C4CCNCC4)N. Drug 2: C1CN(P(=O)(OC1)NCCCl)CCCl. Cell line: UACC62. Synergy scores: CSS=6.66, Synergy_ZIP=-1.36, Synergy_Bliss=0.867, Synergy_Loewe=-22.5, Synergy_HSA=0.171. (5) Drug 1: CC1=C2C(C(=O)C3(C(CC4C(C3C(C(C2(C)C)(CC1OC(=O)C(C(C5=CC=CC=C5)NC(=O)OC(C)(C)C)O)O)OC(=O)C6=CC=CC=C6)(CO4)OC(=O)C)OC)C)OC. Drug 2: CC1C(C(CC(O1)OC2CC(CC3=C2C(=C4C(=C3O)C(=O)C5=C(C4=O)C(=CC=C5)OC)O)(C(=O)CO)O)N)O.Cl. Cell line: OVCAR-4. Synergy scores: CSS=26.1, Synergy_ZIP=-7.83, Synergy_Bliss=-10.8, Synergy_Loewe=-6.13, Synergy_HSA=-5.51.